Dataset: Full USPTO retrosynthesis dataset with 1.9M reactions from patents (1976-2016). Task: Predict the reactants needed to synthesize the given product. (1) The reactants are: [H-].[Na+].[NH:3]1[CH:7]=[CH:6][N:5]=[C:4]1[CH:8]1[CH2:13][CH2:12][N:11]([C:14]([O:16][C:17]([CH3:20])([CH3:19])[CH3:18])=[O:15])[CH2:10][CH2:9]1.[CH3:21]I. Given the product [CH3:21][N:3]1[CH:7]=[CH:6][N:5]=[C:4]1[CH:8]1[CH2:9][CH2:10][N:11]([C:14]([O:16][C:17]([CH3:20])([CH3:19])[CH3:18])=[O:15])[CH2:12][CH2:13]1, predict the reactants needed to synthesize it. (2) Given the product [Cl:1][C:2]1[N:7]=[C:6]([O:27][CH2:26][CH:23]2[CH2:24][CH2:25][C:20]3([CH2:18][CH2:19]3)[CH2:21][CH2:22]2)[C:5]([C:9]([OH:11])=[O:10])=[CH:4][N:3]=1, predict the reactants needed to synthesize it. The reactants are: [Cl:1][C:2]1[N:7]=[C:6](Cl)[C:5]([C:9]([OH:11])=[O:10])=[CH:4][N:3]=1.CC([O-])(C)C.[K+].[CH2:18]1[C:20]2([CH2:25][CH2:24][CH:23]([CH2:26][OH:27])[CH2:22][CH2:21]2)[CH2:19]1. (3) Given the product [Br:64][C:65]1[CH:66]=[CH:67][C:68]([C@:71]([OH:22])([CH:73]([F:74])[F:75])[CH2:72][OH:82])=[CH:69][CH:70]=1, predict the reactants needed to synthesize it. The reactants are: CC[C@@H]1[C@@H]2C[C@H]([C@@H](OC3C4C(=CC=CC=4)C(O[C@@H](C4C=CN=C5C=4C=C(OC)C=C5)[C@@H]4N5C[C@H](CC)[C@@H](CC5)C4)=NN=3)C3C=CN=C4C=3C=C([O:22]C)C=C4)N(CC2)C1.CC(O)(C)C.[Br:64][C:65]1[CH:70]=[CH:69][C:68]([C:71]([CH:73]([F:75])[F:74])=[CH2:72])=[CH:67][CH:66]=1.S([O-])([O-])=O.[Na+].[Na+].[OH2:82].